This data is from Full USPTO retrosynthesis dataset with 1.9M reactions from patents (1976-2016). The task is: Predict the reactants needed to synthesize the given product. (1) Given the product [CH3:1][O:2][CH2:3][C@@H:4]1[CH2:8][CH2:7][CH2:6][N:5]1[S:9]([C:12]1[CH:20]=[CH:19][C:18]2[N:17]3[CH2:21][CH2:22][CH2:23][N:24]=[C:16]3[C:15]3([O:26][CH2:27][CH2:28][CH2:29][O:30]3)[C:14]=2[CH:13]=1)(=[O:11])=[O:10], predict the reactants needed to synthesize it. The reactants are: [CH3:1][O:2][CH2:3][C@@H:4]1[CH2:8][CH2:7][CH2:6][N:5]1[S:9]([C:12]1[CH:13]=[C:14]2[C:18](=[CH:19][CH:20]=1)[N:17]([CH2:21][CH2:22][C:23]#[N:24])[C:16](=O)[C:15]12[O:30][CH2:29][CH2:28][CH2:27][O:26]1)(=[O:11])=[O:10].N.C1COCC1.[H][H]. (2) Given the product [Br:17][C:18]1[CH:19]=[CH:20][C:25]([O:28][C:2]2[CH:11]=[CH:10][N:9]=[C:8]3[C:3]=2[C:4]2[CH:16]=[CH:15][CH:14]=[CH:13][C:5]=2[C:6](=[O:12])[NH:7]3)=[CH:22][CH:23]=1, predict the reactants needed to synthesize it. The reactants are: Cl[C:2]1[CH:11]=[CH:10][N:9]=[C:8]2[C:3]=1[C:4]1[CH:16]=[CH:15][CH:14]=[CH:13][C:5]=1[C:6](=[O:12])[NH:7]2.[Br:17][C:18]1[CH:19]=[C:20](O)C=[CH:22][CH:23]=1.[C:25](=[O:28])([O-])[O-].[K+].[K+]. (3) The reactants are: Cl[C:2]1[CH:3]=[C:4]([CH:7]=[CH:8][N:9]=1)C#N.[CH2:10]([NH2:17])[C:11]1[CH:16]=[CH:15][CH:14]=[CH:13][CH:12]=1.[C:18]([O-:21])(O)=[O:19].[Na+]. Given the product [CH2:10]([NH:17][C:2]1[CH:3]=[C:4]([CH:7]=[CH:8][N:9]=1)[C:18]([OH:21])=[O:19])[C:11]1[CH:16]=[CH:15][CH:14]=[CH:13][CH:12]=1, predict the reactants needed to synthesize it. (4) Given the product [CH3:1][O:2][C:3](=[O:66])[C@@H:4]([NH:20][C:21]([CH:23]1[CH2:32][C:31]2[CH:30]=[C:29]3[O:33][CH2:34][C@H:35]([C:37]4[CH:38]=[CH:39][C:40]([O:43][CH2:44][C:45]5[CH:50]=[CH:49][C:48]([CH3:51])=[C:47]([Cl:52])[CH:46]=5)=[CH:41][CH:42]=4)[O:36][C:28]3=[CH:27][C:26]=2[CH2:25][N:24]1[S:53]([C:56]1[S:60][C:59]([N:61]([C:62](=[O:64])[CH3:63])[CH2:68][CH:69]2[CH2:73][CH2:72][CH2:71][CH2:70]2)=[N:58][C:57]=1[CH3:65])(=[O:55])=[O:54])=[O:22])[CH2:5][C:6]1[CH:7]=[CH:8][C:9]([C:12]2[CH:17]=[CH:16][C:15]([C:18]#[N:19])=[CH:14][CH:13]=2)=[CH:10][CH:11]=1, predict the reactants needed to synthesize it. The reactants are: [CH3:1][O:2][C:3](=[O:66])[C@@H:4]([NH:20][C:21]([CH:23]1[CH2:32][C:31]2[CH:30]=[C:29]3[O:33][CH2:34][C@H:35]([C:37]4[CH:42]=[CH:41][C:40]([O:43][CH2:44][C:45]5[CH:50]=[CH:49][C:48]([CH3:51])=[C:47]([Cl:52])[CH:46]=5)=[CH:39][CH:38]=4)[O:36][C:28]3=[CH:27][C:26]=2[CH2:25][N:24]1[S:53]([C:56]1[S:60][C:59]([NH:61][C:62](=[O:64])[CH3:63])=[N:58][C:57]=1[CH3:65])(=[O:55])=[O:54])=[O:22])[CH2:5][C:6]1[CH:11]=[CH:10][C:9]([C:12]2[CH:17]=[CH:16][C:15]([C:18]#[N:19])=[CH:14][CH:13]=2)=[CH:8][CH:7]=1.I[CH2:68][CH:69]1[CH2:73][CH2:72][CH2:71][CH2:70]1. (5) Given the product [F:25][C:24]([F:27])([F:26])[C:22]([OH:28])=[O:23].[Br:21][C:16]1[CH:17]=[CH:18][CH:19]=[CH:20][C:15]=1[O:14][CH:11]1[CH2:12][CH2:13][NH:8][CH2:9][CH2:10]1, predict the reactants needed to synthesize it. The reactants are: C(OC([N:8]1[CH2:13][CH2:12][CH:11]([O:14][C:15]2[CH:20]=[CH:19][CH:18]=[CH:17][C:16]=2[Br:21])[CH2:10][CH2:9]1)=O)(C)(C)C.[C:22]([OH:28])([C:24]([F:27])([F:26])[F:25])=[O:23]. (6) Given the product [Cl:35][C:36]1[N:41]=[CH:40][C:39]([S:42]([N:4]([CH:1]([CH3:3])[CH3:2])[CH2:5][C:6]([NH:8][CH2:9][C:10]2[CH:15]=[C:14]([C:16]3[CH:17]=[CH:18][C:19]([C:22]([F:24])([F:25])[F:23])=[CH:20][CH:21]=3)[N:13]=[CH:12][N:11]=2)=[O:7])(=[O:44])=[O:43])=[CH:38][CH:37]=1, predict the reactants needed to synthesize it. The reactants are: [CH:1]([NH:4][CH2:5][C:6]([NH:8][CH2:9][C:10]1[CH:15]=[C:14]([C:16]2[CH:21]=[CH:20][C:19]([C:22]([F:25])([F:24])[F:23])=[CH:18][CH:17]=2)[N:13]=[CH:12][N:11]=1)=[O:7])([CH3:3])[CH3:2].C(N(CC)C(C)C)(C)C.[Cl:35][C:36]1[N:41]=[CH:40][C:39]([S:42](Cl)(=[O:44])=[O:43])=[CH:38][CH:37]=1.C(OCC)(=O)C. (7) Given the product [Br:10][CH2:9][C:4]1[CH:5]=[CH:6][C:7]([I:8])=[C:2]([F:1])[CH:3]=1, predict the reactants needed to synthesize it. The reactants are: [F:1][C:2]1[CH:3]=[C:4]([CH3:9])[CH:5]=[CH:6][C:7]=1[I:8].[Br:10]N1C(=O)CCC1=O. (8) Given the product [F:1][C:2]1[CH:7]=[C:6]([C@@H:8]([OH:10])[CH3:9])[CH:5]=[C:4]([F:11])[C:3]=1[C:12]1[S:13][CH:14]=[C:15]([C:17]([OH:19])=[O:18])[N:16]=1, predict the reactants needed to synthesize it. The reactants are: [F:1][C:2]1[CH:7]=[C:6]([CH:8]([OH:10])[CH3:9])[CH:5]=[C:4]([F:11])[C:3]=1[C:12]1[S:13][CH:14]=[C:15]([C:17]([OH:19])=[O:18])[N:16]=1.FC1C=C(C(O)C)C=C(F)C=1.FC1C=C(C(O)C)C=C(F)C=1B1OC(C)(C)C(C)(C)O1.FC1C=C([C@@H](O)C)C=C(F)C=1.